This data is from Forward reaction prediction with 1.9M reactions from USPTO patents (1976-2016). The task is: Predict the product of the given reaction. (1) Given the reactants [Cl:1][C:2]1[CH:7]=[CH:6][C:5]([N:8]2[CH2:13][CH2:12][CH:11]([C:14]([O:16]CC)=[O:15])[CH2:10][CH2:9]2)=[CH:4][C:3]=1[NH:19][C@@H:20]([C:22]1[CH:27]=[CH:26][C:25]([Cl:28])=[CH:24][C:23]=1[Cl:29])[CH3:21].C1COCC1.CCO.[OH-].[Na+].Cl, predict the reaction product. The product is: [Cl:1][C:2]1[CH:7]=[CH:6][C:5]([N:8]2[CH2:9][CH2:10][CH:11]([C:14]([OH:16])=[O:15])[CH2:12][CH2:13]2)=[CH:4][C:3]=1[NH:19][C@@H:20]([C:22]1[CH:27]=[CH:26][C:25]([Cl:28])=[CH:24][C:23]=1[Cl:29])[CH3:21]. (2) Given the reactants [CH:1]1([CH2:6][C@H:7]([CH2:11][C:12]([O:14][C:15]([CH3:18])([CH3:17])[CH3:16])=[O:13])[C:8](O)=[O:9])[CH2:5][CH2:4][CH2:3][CH2:2]1.N1C=CC=CC=1.[F:25]C1N=C(F)N=C(F)N=1, predict the reaction product. The product is: [CH:1]1([CH2:6][C@@H:7]([C:8]([F:25])=[O:9])[CH2:11][C:12]([O:14][C:15]([CH3:18])([CH3:17])[CH3:16])=[O:13])[CH2:5][CH2:4][CH2:3][CH2:2]1. (3) Given the reactants C=C.[CH2:3]=[CH:4]C.[CH:6]([CH:8]1[CH2:13][CH:12]2[CH2:14][CH:9]1[CH:10]=[CH:11]2)=[CH2:7].[CH:15](=[C:17]1[CH2:22][CH:21]2[CH2:23][CH:18]1[CH:19]=[CH:20]2)[CH3:16].[H][H].[Al](Cl)(CC)CC, predict the reaction product. The product is: [CH2:3]=[CH2:4].[CH2:7]=[CH:6][CH3:8].[CH:15]([CH:17]1[CH2:22][CH:21]2[CH2:23][CH:18]1[CH:19]=[CH:20]2)=[CH2:16].[CH:6](=[C:8]1[CH2:13][CH:12]2[CH2:14][CH:9]1[CH:10]=[CH:11]2)[CH3:7].